This data is from Catalyst prediction with 721,799 reactions and 888 catalyst types from USPTO. The task is: Predict which catalyst facilitates the given reaction. (1) Reactant: [F:1][C:2]([F:19])([F:18])[CH2:3][N:4]1[CH2:9][CH2:8][C:7]2([C:17]3[C:12](=[CH:13][CH:14]=[CH:15][CH:16]=3)[NH:11][CH2:10]2)[CH2:6][CH2:5]1.C(=O)([O-])[O-].[K+].[K+].[I-].[K+].Br[CH2:29][C:30]([O:32][C:33]([CH3:36])([CH3:35])[CH3:34])=[O:31]. Product: [C:33]([O:32][C:30](=[O:31])[CH2:29][N:11]1[C:12]2[C:17](=[CH:16][CH:15]=[CH:14][CH:13]=2)[C:7]2([CH2:8][CH2:9][N:4]([CH2:3][C:2]([F:1])([F:18])[F:19])[CH2:5][CH2:6]2)[CH2:10]1)([CH3:36])([CH3:35])[CH3:34]. The catalyst class is: 3. (2) Reactant: [C:1]([N:8]1[CH:12]=[CH:11]N=C1)(N1C=CN=C1)=[S:2].NC1C=[C:18]([C:20]([F:23])([F:22])[F:21])[C:17]([S:24][C:25]2[CH:34]=[CH:33][C:28]([C:29]([O:31][CH3:32])=[O:30])=[CH:27][CH:26]=2)=[C:16]([Cl:35])[CH:15]=1. Product: [CH3:32][O:31][C:29](=[O:30])[C:28]1[CH:33]=[CH:34][C:25]([S:24][C:17]2[C:18]([C:20]([F:22])([F:23])[F:21])=[CH:11][C:12]([N:8]=[C:1]=[S:2])=[CH:15][C:16]=2[Cl:35])=[CH:26][CH:27]=1. The catalyst class is: 4. (3) Reactant: [Cl:1][C:2]1[N:10]([CH2:11][O:12][CH2:13][CH2:14][Si:15]([CH3:18])([CH3:17])[CH3:16])[C:9]2[C:4](=[N:5][C:6]([C:20]3[CH:25]=[CH:24][C:23]([C:26]4([CH2:29]I)[CH2:28][CH2:27]4)=[CH:22][CH:21]=3)=[C:7]([Cl:19])[CH:8]=2)[CH:3]=1.[Na+].[CH3:32][S:33]([O-:35])=[O:34]. Product: [Cl:1][C:2]1[N:10]([CH2:11][O:12][CH2:13][CH2:14][Si:15]([CH3:18])([CH3:17])[CH3:16])[C:9]2[C:4](=[N:5][C:6]([C:20]3[CH:25]=[CH:24][C:23]([C:26]4([CH2:29][S:33]([CH3:32])(=[O:35])=[O:34])[CH2:28][CH2:27]4)=[CH:22][CH:21]=3)=[C:7]([Cl:19])[CH:8]=2)[CH:3]=1. The catalyst class is: 8. (4) Reactant: C(OC([N:8]1[CH2:13][CH2:12][CH:11]([C:14]2[CH:19]=[CH:18][C:17]([NH:20][C:21]([C:23]3[N:24](COCC[Si](C)(C)C)[CH:25]=[C:26]([C:28]#[N:29])[N:27]=3)=[O:22])=[C:16]([C:38]3[CH2:43][CH2:42][CH2:41][CH2:40][CH:39]=3)[CH:15]=2)[CH2:10][CH2:9]1)=O)(C)(C)C.[C:44]([OH:50])([C:46]([F:49])([F:48])[F:47])=[O:45]. Product: [F:47][C:46]([F:49])([F:48])[C:44]([OH:50])=[O:45].[C:38]1([C:16]2[CH:15]=[C:14]([CH:11]3[CH2:10][CH2:9][NH:8][CH2:13][CH2:12]3)[CH:19]=[CH:18][C:17]=2[NH:20][C:21]([C:23]2[NH:24][CH:25]=[C:26]([C:28]#[N:29])[N:27]=2)=[O:22])[CH2:43][CH2:42][CH2:41][CH2:40][CH:39]=1. The catalyst class is: 497. (5) Reactant: [Cl:1][C:2]1[CH:3]=[CH:4][C:5]2[N:11]3[C:12]([C:15]([F:18])([F:17])[F:16])=[N:13][N:14]=[C:10]3[CH:9]([CH2:19][N:20]3[C:24]([CH2:25][C:26]([O:28]CC)=[O:27])=[N:23][N:22]=[N:21]3)[CH2:8][CH:7]([C:31]3[CH:36]=[CH:35][CH:34]=[C:33]([O:37][CH3:38])[C:32]=3[O:39][CH3:40])[C:6]=2[CH:41]=1.C(=O)([O-])[O-].[K+].[K+].Cl. Product: [Cl:1][C:2]1[CH:3]=[CH:4][C:5]2[N:11]3[C:12]([C:15]([F:16])([F:17])[F:18])=[N:13][N:14]=[C:10]3[CH:9]([CH2:19][N:20]3[C:24]([CH2:25][C:26]([OH:28])=[O:27])=[N:23][N:22]=[N:21]3)[CH2:8][CH:7]([C:31]3[CH:36]=[CH:35][CH:34]=[C:33]([O:37][CH3:38])[C:32]=3[O:39][CH3:40])[C:6]=2[CH:41]=1. The catalyst class is: 193. (6) The catalyst class is: 2. Product: [N:11]1[C:9]2=[C:10]3[C:5](=[CH:6][CH:7]=[CH:8]2)[CH2:4][CH2:3][CH2:2][N:1]3[C:37]=1[CH2:38][N:11]([CH:9]1[C:10]2[N:1]=[CH:2][CH:3]=[CH:4][C:5]=2[CH2:6][CH2:7][CH2:8]1)[CH2:12][CH2:13][CH2:14][CH2:15][N:16]1[C:24](=[O:25])[C:23]2[C:18](=[CH:19][CH:20]=[CH:21][CH:22]=2)[C:17]1=[O:26]. Reactant: [N:1]1[C:10]2[CH:9]([NH:11][CH2:12][CH2:13][CH2:14][CH2:15][N:16]3[C:24](=[O:25])[C:23]4[C:18](=[CH:19][CH:20]=[CH:21][CH:22]=4)[C:17]3=[O:26])[CH2:8][CH2:7][CH2:6][C:5]=2[CH:4]=[CH:3][CH:2]=1.C(O[BH-](O[C:37](=O)[CH3:38])OC(=O)C)(=O)C.[Na+]. (7) Reactant: [CH3:1][O:2][C:3]1[CH:8]=[C:7]([C:9]([F:12])([F:11])[F:10])[CH:6]=[CH:5][C:4]=1[N:13]1[C:18](=[O:19])[CH:17]([CH3:20])[O:16][C:15]2[CH:21]=[C:22]([S:25]([N:28](CC3C=CC(OC)=CC=3)[C:29]3[S:30][CH:31]=[CH:32][N:33]=3)(=[O:27])=[O:26])[CH:23]=[CH:24][C:14]1=2.[CH3:43][Si]([N-][Si](C)(C)C)(C)C.[Li+].CI.[Cl-].[NH4+].FC(F)(F)C(O)=O. Product: [CH3:1][O:2][C:3]1[CH:8]=[C:7]([C:9]([F:11])([F:10])[F:12])[CH:6]=[CH:5][C:4]=1[N:13]1[C:18](=[O:19])[C:17]([CH3:43])([CH3:20])[O:16][C:15]2[CH:21]=[C:22]([S:25]([NH:28][C:29]3[S:30][CH:31]=[CH:32][N:33]=3)(=[O:26])=[O:27])[CH:23]=[CH:24][C:14]1=2. The catalyst class is: 1. (8) Reactant: [OH-].[K+].[N:3]1([CH:9]2[CH2:14][CH2:13][N:12]([CH2:15][C:16]3[C:17]([C:34]4[CH:39]=[CH:38][CH:37]=[C:36]([C:40]([F:43])([F:42])[F:41])[CH:35]=4)=[N:18][C:19]4[C:24]([C:25]=3[C:26]([O:28]C)=[O:27])=[CH:23][C:22]([S:30]([CH3:33])(=[O:32])=[O:31])=[CH:21][CH:20]=4)[CH2:11][CH2:10]2)[CH2:8][CH2:7][CH2:6][CH2:5][CH2:4]1. Product: [N:3]1([CH:9]2[CH2:10][CH2:11][N:12]([CH2:15][C:16]3[C:17]([C:34]4[CH:39]=[CH:38][CH:37]=[C:36]([C:40]([F:41])([F:42])[F:43])[CH:35]=4)=[N:18][C:19]4[C:24]([C:25]=3[C:26]([OH:28])=[O:27])=[CH:23][C:22]([S:30]([CH3:33])(=[O:31])=[O:32])=[CH:21][CH:20]=4)[CH2:13][CH2:14]2)[CH2:8][CH2:7][CH2:6][CH2:5][CH2:4]1. The catalyst class is: 72.